Dataset: Full USPTO retrosynthesis dataset with 1.9M reactions from patents (1976-2016). Task: Predict the reactants needed to synthesize the given product. Given the product [O:40]=[C:32]1[N:28]2[C:29]3[CH:30]=[CH:31][C:23]([N:22]4[CH:21]=[CH:6][C:5](=[O:7])[CH2:4][CH2:3]4)=[CH:24][C:25]=3[CH2:26][C@H:27]2[C@H:34]([CH2:35][NH:36][C:37](=[O:39])[CH3:38])[O:33]1, predict the reactants needed to synthesize it. The reactants are: CO/[CH:3]=[CH:4]/[C:5]([O:7][Si](C)(C)C)=[CH2:6].N1([CH2:21][NH:22][C:23]2[CH:31]=[CH:30][C:29]3[N:28]4[C:32](=[O:40])[O:33][C@@H:34]([CH2:35][NH:36][C:37](=[O:39])[CH3:38])[C@@H:27]4[CH2:26][C:25]=3[CH:24]=2)C2C=CC=CC=2N=N1.O([Si](C(C)C)(C(C)C)C(C)C)S(C(F)(F)F)(=O)=O.C([O-])(O)=O.[Na+].